This data is from Forward reaction prediction with 1.9M reactions from USPTO patents (1976-2016). The task is: Predict the product of the given reaction. (1) Given the reactants [S:1](Cl)(Cl)(=[O:3])=[O:2].C[N:7](C=O)C.[CH:11]1([C:14]([NH:16][C:17]2[S:25][C:20]3[CH2:21][O:22][CH2:23][CH2:24][C:19]=3[CH:18]=2)=[O:15])[CH2:13][CH2:12]1.N, predict the reaction product. The product is: [CH:11]1([C:14]([NH:16][C:17]2[S:25][C:20]3[CH2:21][O:22][CH2:23][CH2:24][C:19]=3[C:18]=2[S:1]([NH2:7])(=[O:3])=[O:2])=[O:15])[CH2:13][CH2:12]1. (2) Given the reactants Cl[C:2]1[C:3](=[O:15])[N:4]([C@H:9]([CH:12]2[CH2:14][CH2:13]2)[CH2:10][CH3:11])[CH:5]=[C:6]([Cl:8])[N:7]=1.[Cl:16][C:17]1[C:18]([F:28])=[C:19]([O:26][CH3:27])[CH:20]=[C:21]2[C:25]=1[NH:24][CH2:23][CH2:22]2, predict the reaction product. The product is: [Cl:8][C:6]1[N:7]=[C:2]([N:24]2[C:25]3[C:21](=[CH:20][C:19]([O:26][CH3:27])=[C:18]([F:28])[C:17]=3[Cl:16])[CH2:22][CH2:23]2)[C:3](=[O:15])[N:4]([C@H:9]([CH:12]2[CH2:14][CH2:13]2)[CH2:10][CH3:11])[CH:5]=1. (3) Given the reactants COC1C=CC(P2(SP(C3C=CC(OC)=CC=3)(=S)S2)=[S:10])=CC=1.[CH2:23]([O:30][CH2:31][C:32]([NH:34][CH:35]([CH3:37])[CH3:36])=O)[C:24]1[CH:29]=[CH:28][CH:27]=[CH:26][CH:25]=1, predict the reaction product. The product is: [CH2:23]([O:30][CH2:31][C:32]([NH:34][CH:35]([CH3:37])[CH3:36])=[S:10])[C:24]1[CH:29]=[CH:28][CH:27]=[CH:26][CH:25]=1. (4) Given the reactants [N:1]1[CH:6]=[CH:5][C:4]([CH:7]([C:10]2[CH:11]=[N:12][C:13]([C:16]([F:19])([F:18])[F:17])=[CH:14][CH:15]=2)[C:8]#[N:9])=[CH:3][CH:2]=1.N.O, predict the reaction product. The product is: [N:1]1[CH:2]=[CH:3][C:4]([CH:7]([C:10]2[CH:11]=[N:12][C:13]([C:16]([F:19])([F:17])[F:18])=[CH:14][CH:15]=2)[CH2:8][NH2:9])=[CH:5][CH:6]=1. (5) Given the reactants [CH2:1]([O:5][CH2:6][C:7]1[CH:14]=[CH:13][C:10]([CH2:11]N)=[CH:9][CH:8]=1)[CH2:2][CH2:3][CH3:4].C(O)(=[O:17])C.N([O-])=O.[Na+].C(=O)([O-])[O-].[K+].[K+], predict the reaction product. The product is: [CH2:1]([O:5][CH2:6][C:7]1[CH:14]=[CH:13][C:10]([CH2:11][OH:17])=[CH:9][CH:8]=1)[CH2:2][CH2:3][CH3:4]. (6) Given the reactants Br[CH2:2][C:3](=[O:6])[CH2:4][CH3:5].[C:7]([O-:10])(=[O:9])[CH3:8].[K+].CN(C)C=O, predict the reaction product. The product is: [C:7]([O:10][CH2:2][C:3](=[O:6])[CH2:4][CH3:5])(=[O:9])[CH3:8].